The task is: Predict the product of the given reaction.. This data is from Forward reaction prediction with 1.9M reactions from USPTO patents (1976-2016). (1) Given the reactants [C:1]([C:3]1[CH:4]=[C:5]([CH:20]=[C:21]([F:23])[CH:22]=1)[CH2:6][NH:7][CH:8]([CH2:16][CH:17]([CH3:19])[CH3:18])[C:9]([O:11][C:12](C)(C)[CH3:13])=[O:10])#[N:2].[NH2:24][OH:25], predict the reaction product. The product is: [NH2:2][C:1](=[N:24][OH:25])[C:3]1[CH:4]=[C:5]([CH:20]=[C:21]([F:23])[CH:22]=1)[CH2:6][NH:7][CH:8]([CH2:16][CH:17]([CH3:18])[CH3:19])[C:9]([O:11][CH2:12][CH3:13])=[O:10]. (2) Given the reactants [C:1]([C:3]1[CH:4]=[C:5]([CH:27]=[CH:28][C:29]=1[O:30][CH:31]([CH3:33])[CH3:32])[CH2:6][O:7][C:8]1[CH:16]=[CH:15][C:14]2[N:13]3[CH2:17][CH2:18][CH:19]([CH2:20][C:21]([O:23]CC)=[O:22])[C:12]3=[CH:11][C:10]=2[C:9]=1[CH3:26])#[N:2].[Li+].[OH-].C(O)(=O)CC(CC(O)=O)(C(O)=O)O, predict the reaction product. The product is: [C:1]([C:3]1[CH:4]=[C:5]([CH:27]=[CH:28][C:29]=1[O:30][CH:31]([CH3:33])[CH3:32])[CH2:6][O:7][C:8]1[CH:16]=[CH:15][C:14]2[N:13]3[CH2:17][CH2:18][CH:19]([CH2:20][C:21]([OH:23])=[O:22])[C:12]3=[CH:11][C:10]=2[C:9]=1[CH3:26])#[N:2]. (3) Given the reactants [C:1]([C:3]1[CH:8]=[CH:7][C:6]([F:9])=[C:5]([F:10])[C:4]=1[F:11])#[CH:2].C[Mg]Br.[CH:15](=[O:20])[CH2:16][CH2:17][CH2:18][CH3:19].Cl, predict the reaction product. The product is: [OH:20][CH:15]([CH2:16][CH2:17][CH2:18][CH3:19])[C:2]#[C:1][C:3]1[CH:8]=[CH:7][C:6]([F:9])=[C:5]([F:10])[C:4]=1[F:11]. (4) Given the reactants [O:1]1[CH2:6][CH2:5][CH2:4][C@H:3]([CH2:7]/[CH:8]=[N:9]/[CH3:10])[CH2:2]1.C[Si](C)(C)[C:13]#[N:14].C(O)(C)C.[C:29](O[C:29]([O:31][C:32]([CH3:35])([CH3:34])[CH3:33])=[O:30])([O:31][C:32]([CH3:35])([CH3:34])[CH3:33])=[O:30], predict the reaction product. The product is: [C:13]([C@@H:8]([N:9]([CH3:10])[C:29](=[O:30])[O:31][C:32]([CH3:33])([CH3:34])[CH3:35])[CH2:7][C@H:3]1[CH2:4][CH2:5][CH2:6][O:1][CH2:2]1)#[N:14]. (5) Given the reactants [CH3:1][C:2]1[O:6][C:5]([C:7]2[CH:12]=[CH:11][CH:10]=[CH:9][CH:8]=2)=[N:4][C:3]=1[CH2:13][O:14][C:15]1[CH:19]=[C:18]([CH2:20][O:21][C:22]2[CH:23]=[C:24]([CH2:28][C:29]([O:31]C)=[O:30])[CH:25]=[CH:26][CH:27]=2)[O:17][N:16]=1.[OH-].[Na+].O.Cl, predict the reaction product. The product is: [CH3:1][C:2]1[O:6][C:5]([C:7]2[CH:12]=[CH:11][CH:10]=[CH:9][CH:8]=2)=[N:4][C:3]=1[CH2:13][O:14][C:15]1[CH:19]=[C:18]([CH2:20][O:21][C:22]2[CH:23]=[C:24]([CH2:28][C:29]([OH:31])=[O:30])[CH:25]=[CH:26][CH:27]=2)[O:17][N:16]=1. (6) Given the reactants [F:1][C:2]1[CH:7]=[CH:6][C:5]([C:8]2[C:42]([C:43]([O:45]C)=[O:44])=[C:11]3[CH:12]=[C:13]([C:24]4[CH:29]=[CH:28][CH:27]=[C:26]([C:30](=[O:41])[NH:31][C:32]([C:35]5[CH:40]=[CH:39][CH:38]=[CH:37][CH:36]=5)([CH3:34])[CH3:33])[CH:25]=4)[C:14]([N:16]([CH2:21][CH2:22][OH:23])[S:17]([CH3:20])(=[O:19])=[O:18])=[CH:15][N:10]3[N:9]=2)=[CH:4][CH:3]=1.C1COCC1.[OH-].[Li+].Cl, predict the reaction product. The product is: [F:1][C:2]1[CH:7]=[CH:6][C:5]([C:8]2[C:42]([C:43]([OH:45])=[O:44])=[C:11]3[CH:12]=[C:13]([C:24]4[CH:29]=[CH:28][CH:27]=[C:26]([C:30](=[O:41])[NH:31][C:32]([C:35]5[CH:36]=[CH:37][CH:38]=[CH:39][CH:40]=5)([CH3:34])[CH3:33])[CH:25]=4)[C:14]([N:16]([CH2:21][CH2:22][OH:23])[S:17]([CH3:20])(=[O:18])=[O:19])=[CH:15][N:10]3[N:9]=2)=[CH:4][CH:3]=1.